From a dataset of Forward reaction prediction with 1.9M reactions from USPTO patents (1976-2016). Predict the product of the given reaction. (1) Given the reactants CCOCC.[H-].[Al+3].[Li+].[H-].[H-].[H-].[CH3:12][C:13]([O:19][CH2:20][CH2:21][CH2:22][CH2:23][CH2:24][CH2:25][C:26]1[N:27]=[C:28]([C:32]2[CH:37]=[CH:36][CH:35]=[CH:34][CH:33]=2)[O:29][C:30]=1[CH3:31])([CH3:18])[C:14](OC)=[O:15].[OH-].[Na+], predict the reaction product. The product is: [CH3:18][C:13]([O:19][CH2:20][CH2:21][CH2:22][CH2:23][CH2:24][CH2:25][C:26]1[N:27]=[C:28]([C:32]2[CH:33]=[CH:34][CH:35]=[CH:36][CH:37]=2)[O:29][C:30]=1[CH3:31])([CH3:12])[CH2:14][OH:15]. (2) Given the reactants [F:1][C:2]([F:10])([C:6]([F:9])([F:8])[F:7])[CH:3]([OH:5])[CH3:4].[H-].[Na+].Cl[C:14]1[CH:15]=[CH:16][C:17]([C:20]#[N:21])=[N:18][CH:19]=1.C([O-])([O-])=O.[Na+].[Na+], predict the reaction product. The product is: [F:1][C:2]([CH:3]([O:5][C:15]1[CH:14]=[CH:19][N:18]=[C:17]([C:20]#[N:21])[CH:16]=1)[CH3:4])([F:10])[C:6]([F:9])([F:8])[F:7]. (3) The product is: [OH:3][C:4]1[C:9](=[O:10])[NH:8][C:7]([CH2:11][C:12]2([C:17]3[CH:22]=[CH:21][CH:20]=[CH:19][CH:18]=3)[CH2:13][CH2:14][CH2:15][CH2:16]2)=[N:6][C:5]=1[C:23]([OH:25])=[O:24]. Given the reactants [OH-].[Li+].[OH:3][C:4]1[C:5]([C:23]([O:25]C)=[O:24])=[N:6][C:7]([CH2:11][C:12]2([C:17]3[CH:22]=[CH:21][CH:20]=[CH:19][CH:18]=3)[CH2:16][CH2:15][CH2:14][CH2:13]2)=[N:8][C:9]=1[OH:10], predict the reaction product. (4) Given the reactants [Br:1][C:2]1[CH:7]=[CH:6][CH:5]=[C:4]([CH3:8])[C:3]=1[CH2:9][CH2:10][C:11](OCC)=[O:12].CC(C[AlH]CC(C)C)C, predict the reaction product. The product is: [Br:1][C:2]1[CH:7]=[CH:6][CH:5]=[C:4]([CH3:8])[C:3]=1[CH2:9][CH2:10][CH2:11][OH:12].